From a dataset of Forward reaction prediction with 1.9M reactions from USPTO patents (1976-2016). Predict the product of the given reaction. (1) Given the reactants [Cl:1][C:2]1[C:3]([NH:10][CH2:11][C:12]2[CH:17]=[CH:16][C:15]([O:18][C:19]3[CH:20]=[CH:21][C:22]4[N:23]([C:25]([N+:28]([O-:30])=[O:29])=[CH:26][N:27]=4)[N:24]=3)=[C:14](Cl)[N:13]=2)=[N:4][C:5]([CH3:9])=[N:6][C:7]=1[CH3:8].[ClH:32], predict the reaction product. The product is: [ClH:1].[ClH:32].[Cl:1][C:2]1[C:3]([NH:10][CH2:11][C:12]2[CH:17]=[CH:16][C:15]([O:18][C:19]3[CH:20]=[CH:21][C:22]4[N:23]([C:25]([N+:28]([O-:30])=[O:29])=[CH:26][N:27]=4)[N:24]=3)=[CH:14][N:13]=2)=[N:4][C:5]([CH3:9])=[N:6][C:7]=1[CH3:8]. (2) Given the reactants [CH3:1][N:2]1[C:10]2[C:5](=[N:6][C:7]([CH3:27])=[C:8]([CH:18]([CH2:24][CH2:25][CH3:26])[C:19]([O:21]CC)=[O:20])[C:9]=2[C:11]2[CH:16]=[CH:15][C:14]([CH3:17])=[CH:13][CH:12]=2)[N:4]=[C:3]1[CH3:28].[OH-].[Na+], predict the reaction product. The product is: [CH3:1][N:2]1[C:10]2[C:5](=[N:6][C:7]([CH3:27])=[C:8]([CH:18]([CH2:24][CH2:25][CH3:26])[C:19]([OH:21])=[O:20])[C:9]=2[C:11]2[CH:12]=[CH:13][C:14]([CH3:17])=[CH:15][CH:16]=2)[N:4]=[C:3]1[CH3:28]. (3) The product is: [O:1]1[CH:5]=[CH:4][C:3]([C:6]2[CH:13]=[CH:12][C:9](/[CH:10]=[CH:22]/[CH:23]=[O:24])=[CH:8][CH:7]=2)=[N:2]1. Given the reactants [O:1]1[CH:5]=[CH:4][C:3]([C:6]2[CH:13]=[CH:12][C:9]([CH:10]=O)=[CH:8][CH:7]=2)=[N:2]1.N1(C2C=C[C:22]([CH:23]=[O:24])=CC=2)C=CC=N1, predict the reaction product.